Dataset: Peptide-MHC class I binding affinity with 185,985 pairs from IEDB/IMGT. Task: Regression. Given a peptide amino acid sequence and an MHC pseudo amino acid sequence, predict their binding affinity value. This is MHC class I binding data. (1) The peptide sequence is RPALVFDITK. The MHC is HLA-B40:02 with pseudo-sequence HLA-B40:02. The binding affinity (normalized) is 0. (2) The peptide sequence is RILHNFAYSL. The MHC is Mamu-A02 with pseudo-sequence Mamu-A02. The binding affinity (normalized) is 0. (3) The peptide sequence is TVFRNQNRV. The MHC is HLA-A02:12 with pseudo-sequence HLA-A02:12. The binding affinity (normalized) is 0.0847. (4) The peptide sequence is WLLGFIKCI. The MHC is HLA-A02:01 with pseudo-sequence HLA-A02:01. The binding affinity (normalized) is 0.702.